This data is from Full USPTO retrosynthesis dataset with 1.9M reactions from patents (1976-2016). The task is: Predict the reactants needed to synthesize the given product. (1) Given the product [Cl:1][C:2]1[CH:7]=[CH:6][C:5]([NH:8][C:9](=[O:28])[CH:10]([C:18]2[S:22][C:21]([C:23]([OH:25])=[O:24])=[CH:20][CH:19]=2)[N:11]2[CH2:16][CH2:15][N:14]([CH3:17])[CH2:13][CH2:12]2)=[CH:4][CH:3]=1, predict the reactants needed to synthesize it. The reactants are: [Cl:1][C:2]1[CH:7]=[CH:6][C:5]([NH:8][C:9](=[O:28])[CH:10]([C:18]2[S:22][C:21]([C:23]([O:25]CC)=[O:24])=[CH:20][CH:19]=2)[N:11]2[CH2:16][CH2:15][N:14]([CH3:17])[CH2:13][CH2:12]2)=[CH:4][CH:3]=1.[Li+].[OH-].Cl. (2) Given the product [NH2:9][C:10]1[CH:11]=[C:2]([Br:1])[CH:3]=[CH:4][C:5]=1[C:6]([NH2:7])=[O:12], predict the reactants needed to synthesize it. The reactants are: [Br:1][C:2]1[CH:11]=[C:10]2[C:5]([C:6](=[O:12])[NH:7]C=[N:9]2)=[CH:4][CH:3]=1.C([O-])(=O)C.[K+]. (3) The reactants are: [NH2:1][C:2]1[CH:7]=[CH:6][C:5]([CH:8]2[N:12]([C:13]3[CH:18]=[CH:17][C:16]([C:19]([CH3:22])([CH3:21])[CH3:20])=[CH:15][CH:14]=3)[CH:11]([C:23]3[CH:28]=[CH:27][C:26]([C:29]4[N:30]=[C:31]([C@@H:34]5[CH2:38][CH2:37][CH2:36][N:35]5[C:39]([O:41][C:42]([CH3:45])([CH3:44])[CH3:43])=[O:40])[NH:32][CH:33]=4)=[CH:25][CH:24]=3)[CH2:10][CH2:9]2)=[CH:4][CH:3]=1.[C:46]([O:50][C:51]([N:53]1[CH2:57][CH2:56][CH2:55][C@H:54]1[C:58](O)=[O:59])=[O:52])([CH3:49])([CH3:48])[CH3:47].CN(C(ON1N=NC2C=CC=NC1=2)=[N+](C)C)C.F[P-](F)(F)(F)(F)F.CCN(C(C)C)C(C)C. Given the product [C:42]([O:41][C:39]([N:35]1[CH2:36][CH2:37][CH2:38][C@H:34]1[C:31]1[NH:32][CH:33]=[C:29]([C:26]2[CH:27]=[CH:28][C:23]([CH:11]3[N:12]([C:13]4[CH:18]=[CH:17][C:16]([C:19]([CH3:21])([CH3:22])[CH3:20])=[CH:15][CH:14]=4)[CH:8]([C:5]4[CH:4]=[CH:3][C:2]([NH:1][C:58]([C@H:54]5[CH2:55][CH2:56][CH2:57][N:53]5[C:51]([O:50][C:46]([CH3:49])([CH3:48])[CH3:47])=[O:52])=[O:59])=[CH:7][CH:6]=4)[CH2:9][CH2:10]3)=[CH:24][CH:25]=2)[N:30]=1)=[O:40])([CH3:45])([CH3:44])[CH3:43], predict the reactants needed to synthesize it. (4) Given the product [ClH:37].[CH3:18][O:17][C:6]1[C:5]2[C:9](=[CH:10][C:2]([N:34]3[CH2:33][CH2:32][N:31]([CH:28]4[CH2:29][CH2:30][NH:26][CH2:27]4)[CH2:36][CH2:35]3)=[CH:3][CH:4]=2)[N:8]([C:11]2[CH:16]=[CH:15][CH:14]=[CH:13][CH:12]=2)[N:7]=1, predict the reactants needed to synthesize it. The reactants are: Br[C:2]1[CH:10]=[C:9]2[C:5]([C:6]([O:17][CH3:18])=[N:7][N:8]2[C:11]2[CH:16]=[CH:15][CH:14]=[CH:13][CH:12]=2)=[CH:4][CH:3]=1.C(OC([N:26]1[CH2:30][CH2:29][CH:28]([N:31]2[CH2:36][CH2:35][NH:34][CH2:33][CH2:32]2)[CH2:27]1)=O)(C)(C)C.[ClH:37]. (5) Given the product [C:11]([N:9]1[CH2:10][C:5]2[C:4]([N:14]3[CH2:19][CH2:18][O:17][CH2:16][C@@H:15]3[CH3:20])=[N:3][C:2]([C:30]3[CH:31]=[CH:32][C:27]([NH:26][C:24]([NH:23][CH2:21][CH3:22])=[O:25])=[CH:28][C:29]=3[F:42])=[N:7][C:6]=2[CH2:8]1)(=[O:13])[CH3:12], predict the reactants needed to synthesize it. The reactants are: Cl[C:2]1[N:3]=[C:4]([N:14]2[CH2:19][CH2:18][O:17][CH2:16][C@@H:15]2[CH3:20])[C:5]2[CH2:10][N:9]([C:11](=[O:13])[CH3:12])[CH2:8][C:6]=2[N:7]=1.[CH2:21]([NH:23][C:24]([NH:26][C:27]1[CH:32]=[CH:31][C:30](B2OC(C)(C)C(C)(C)O2)=[C:29]([F:42])[CH:28]=1)=[O:25])[CH3:22].ClCCl.C(=O)([O-])[O-].[Na+].[Na+].